Dataset: Drug-target binding data from BindingDB using Ki measurements. Task: Regression. Given a target protein amino acid sequence and a drug SMILES string, predict the binding affinity score between them. We predict pKi (pKi = -log10(Ki in M); higher means stronger inhibition). Dataset: bindingdb_ki. (1) The small molecule is N[C@@H](Cc1c(O)noc1-c1nnn(Cc2ccncc2)n1)C(=O)O. The target protein (P19493) has sequence MRIICRQIVLLFSGFWGLAMGAFPSSVQIGGLFIRNTDQEYTAFRLAIFLHNTSPNASEAPFNLVPHVDNIETANSFAVTNAFCSQYSRGVFAIFGLYDKRSVHTLTSFCSALHISLITPSFPTEGESQFVLQLRPSLRGALLSLLDHYEWNCFVFLYDTDRGYSILQAIMEKAGQNGWHVSAICVENFNDVSYRQLLEELDRRQEKKFVIDCEIERLQNILEQIVSVGKHVKGYHYIIANLGFKDISLERFIHGGANVTGFQLVDFNTPMVTKLMDRWKKLDQREYPGSETPPKYTSALTYDGVLVMAETFRSLRRQKIDISRRGNAGDCLANPAAPWGQGIDMERTLKQVRIQGLTGNVQFDHYGRRVNYTMDVFELKSTGPRKVGYWNDMDKLVLIQDMPTLGNDTAAIENRTVVVTTIMESPYVMYKKNHEMFEGNDKYEGYCVDLASEIAKHIGIKYKIAIVPDGKYGARDADTKIWNGMVGELVYGKAEIAIAP.... The pKi is 4.2. (2) The pKi is 8.5. The drug is COc1cccc(-c2c(C)n(Cc3c(F)cccc3C(F)(F)F)c(=O)n(C[C@H](NCCCC(=O)[O-])c3ccccc3)c2=O)c1F. The target protein (Q8SPZ1) has sequence VAFATSFTVCWTPYYVLGIWYWFDPEMLNRVSDPVNHFFFLFAFLNPCFDPLIYGYFSL. (3) The small molecule is Cc1ccccc1-c1ccc(S(N)(=O)=O)cc1. The target protein sequence is MSHHWGYGKHNGPEHWHKDFPIAKGERQSPVDIDTHTAKYDPSLKPLSVSYDQATSLRILNNGHSFQVTFDDSQDKAVLKGGPLDGTYRLLQFHFHWGSLDGQGSEHTVDKKKYAAELHLVHWNTKYGDVGKAVQQPDGLAVLGIFLKVGSAKPGLQKVVDVLDSIKTEGKSADFTNFDPRGLLPESLDYWTYPGSLTTPPLAECVTWIVLKEPISVSSEQVLKFRKLNFNGEGEPEELMVDNWRPAQPLKNRQIKASFK. The pKi is 7.7. (4) The drug is CCC(C)(C)C(NC(=O)[C@@H]1CCCN1C(=O)[C@H](Cc1ccccc1)NC(=O)OCc1ccccc1)B1O[C@@H]2CC3CC(C3(C)C)[C@]2(C)O1. The target protein (P08419) has sequence MIRALLLSTLVAGALSCGLPANLPQLPRVVGGEDARPNSWPWQVSLQYDSSGQWRHTCGGTLVDQSWVLTAAHCISSSRTYRVVLGRHSLSTNEPGSLAVKVSKLVVHQDWNSNQLSNGNDIALLKLASPVSLTDKIQLGCLPAAGTILPNNYVCYVTGWGRLQTNGASPDILQQGQLLVVDYATCSKPGWWGSTVKTNMICAGGDGIISSCNGDSGGPLNCQGANGQWQVHGIVSFGSSLGCNYYHKPSVFTRVSNYIDWINSVIANN. The pKi is 9.3. (5) The drug is CNCCCc1cccc(CCc2cc(C)cc(N)n2)c1. The target protein sequence is MGNLKSVAQEPGPPCGLGLGLGLGLCGKQGPATPAPEPSRAPASLLPPAPEHSPPSSPLTQPPEGPKFPRVKNWEVGSITYDTLSAQAQQDGPCTPRRCLGSLVFPRKLQGRPSPGPPAPEQLLSQARDFINQYYSSIKRSGSQAHEQRLQEVEAEVAATGTYQLRESELVFGAKQAWRNAPRCVGRIQWGKLQVFDARDCRSAQEMFTYICNHIKYATNRGNLRSAITVFPQRCPGRGDFRIWNSQLVRYAGYRQQDGSVRGDPANVEITELCIQHGWTPGNGRFDVLPLLLQAPDDPPELFLLPPELVLEVPLEHPTLEWFAALGLRWYALPAVSNMLLEIGGLEFPAAPFSGWYMSTEIGTRNLCDPHRYNILEDVAVCMDLDTRTTSSLWKDKAAVEINVAVLHSYQLAKVTIVDHHAATASFMKHLENEQKARGGCPADWAWIVPPISGSLTPVFHQEMVNYFLSPAFRYQPDPWKGSAAKGTGITRKKTFKEVA.... The pKi is 4.7. (6) The small molecule is Nc1nc(Cl)nc2c1ncn2[C@@H]1O[C@H](CO[N+](=O)[O-])[C@@H](O)[C@H]1O. The target protein (C9JQD8) has sequence MPIMGSSVYITVELAIAVLAILGNVLVCWAVWLNSNLQNVTNYFVVSLAAADIAVGVLAIPFAITISTGFCAACHGCLFIACFVLVLTQSSIFSLLAIAIDRYIAIRIPLRYNGLVTGTRAKGIIAICWVLSFAIGLTPMLGWNNCGQPKEGKNHSQGCGEGQVACLFEDVVPMNYMVYFNFFACVLVPLLLMLGVYLRIFLAARRQLKQMESQPLPGERARSTLQKEVHAAKSLAIIVGLFALCWLPLHIINCFTFFCPDCSHAPLWLMYLAIVLSHTNSVVNPFIYAYRIREFRQTFRKIIRSHVLRQQEPFKAAGTSARVLAAHGSDGEQVSLRLNGHPPGVWANGSAPHPERRPNGYALGL. The pKi is 5.0. (7) The drug is COC(=O)N[C@H](C(=O)NN(CC(C)C)C[C@H](O)[C@H](Cc1ccccc1)NC(=O)[C@@H]1CN(c2ccccc2)C(=O)O1)C(C)(C)C. The target protein sequence is PQITLWKRPIVTIRIGGQLKEALLDTGADDTVLEEMNLPGKWKPKMIGGIGGFIKVRQYDQIPIEICGHKVISTVLVGPTPVNVIGRNLMTQIGCTLNF. The pKi is 6.3. (8) The compound is CCC(C)[C@H](NC(=O)[C@H](Cc1ccc(O)cc1)NC(=O)[C@H](CCCNC(N)=[NH2+])NC(=O)[C@H](CCCNC(N)=[NH2+])NC(=O)[C@H](CC(C)C)NC(=O)[C@H](CCC(N)=O)NC(=O)[C@@H](NC(=O)[C@H](CCC(=O)O)NC(=O)[C@H](Cc1ccc(O)cc1)NC(=O)[C@H](CCC(N)=O)NC(=O)[C@H](C)NC(=O)[C@H](CCCNC(N)=[NH2+])NC(=O)[C@H](CCC(N)=O)NC(=O)[C@H](CCC(=O)O)NC(=O)[C@H](Cc1c[nH+]c[nH]1)NC(=O)[C@@H](NC(=O)[C@H](C)NC(=O)[C@H](Cc1ccc(O)cc1)NC(=O)[C@H](CC(=O)O)NC(=O)CNC(=O)[C@@H]1CCCN1C(=O)[C@H](Cc1ccc(O)cc1)NC(=O)[C@H](CCSC)NC(=O)[C@@H]1CCCN1C(=O)[C@H](CCC(=O)O)NC(=O)[C@H](CC(C)C)NC(=O)[C@@H]1CCCN1C(=O)C(C)N)C(C)O)C(C)O)C(=O)N[C@@H](CC(N)=O)C(=O)N[C@H](C(=O)N[C@@H](CC(C)C)C(=O)N[C@H](C(=O)N[C@@H](CCCNC(=N)N)C(=O)N1CCC[C@H]1C(=O)N[C@@H](CCCNC(=N)N)C(=O)N[C@@H](Cc1ccc(O)cc1)C(N)=O)[C@@H](C)O)C(C)O. The target protein (P07808) has sequence MMLGNKRMGLCGLTLALSLLVCLGILAEGYPSKPDNPGEDAPAEDMARYYSALRHYINLITRQRYGKRSSPETLISDLLMRESTENAPRTRLEDPSMW. The pKi is 9.3. (9) The compound is O=c1nc(-c2ccccc2)c(-c2ccccc2)nn1Cc1nnc(-c2ccc(Cl)cc2)o1. The target protein (P79208) has sequence MLARALLLCAAVVCGAANPCCSHPCQNRGVCMSVGFDQYKCDCTRTGFYGENCTTPEFLTRIKLLLKPTPDTVHYILTHFKGVWNIVNKISFLRNMIMRYVLTSRSHLIESPPTYNVHYSYKSWEAFSNLSYYTRALPPVPDDCPTPMGVKGRKELPDSKEVVKKVLLRRKFIPDPQGTNLMFAFFAQHFTHQFFKTDIERGPAFTKGKNHGVDLSHVYGESLERQHNRRLFKDGKMKYQMINGEMYPPTVKDTQVEMIYPPHIPEHLKFAVGQEVFGLVPGLMMYATIWLREHNRVCDVLKQEHPEWGDEQLFQTSRLILIGETIKIVIEDYVQHLSGYHFKLKFDPELLFNQQFQYQNRIAAEFNTLYHWHPLLPDVFQIDGQEYNYQQFIYNNSVLLEHGVTQFVESFTRQIAGRVAGRRNLPAAVEKVSKASLDQSREMKYQSFNEYRKRFLLKPYESFEELTGEKEMAAELEALYGDIDAMELYPALLVEKPAPD.... The pKi is 4.8.